Dataset: Catalyst prediction with 721,799 reactions and 888 catalyst types from USPTO. Task: Predict which catalyst facilitates the given reaction. (1) Reactant: [CH2:1]([O:8][C:9]1[CH:14]=[CH:13][C:12]([C:15](=[O:31])[C@H:16]([N:18]2[CH2:23][CH2:22][C:21]([OH:30])([C:24]3[CH:29]=[CH:28][CH:27]=[CH:26][CH:25]=3)[CH2:20][CH2:19]2)[CH3:17])=[CH:11][CH:10]=1)[C:2]1[CH:7]=[CH:6][CH:5]=[CH:4][CH:3]=1. Product: [CH2:1]([O:8][C:9]1[CH:14]=[CH:13][C:12]([C:15](=[O:31])[C@@H:16]([N:18]2[CH2:23][CH2:22][C:21]([OH:30])([C:24]3[CH:29]=[CH:28][CH:27]=[CH:26][CH:25]=3)[CH2:20][CH2:19]2)[CH3:17])=[CH:11][CH:10]=1)[C:2]1[CH:3]=[CH:4][CH:5]=[CH:6][CH:7]=1. The catalyst class is: 5. (2) Reactant: [N:1]1[CH:2]=[CH:3][N:4]2[CH:9]=[C:8]([C:10]([OH:12])=O)[CH:7]=[N:6][C:5]=12.[F:13][C:14]([F:34])([F:33])[O:15][C:16]1[CH:17]=[C:18]([S:22]([C:25]2[CH:30]=[CH:29][C:28]([CH2:31][NH2:32])=[CH:27][CH:26]=2)(=[O:24])=[O:23])[CH:19]=[CH:20][CH:21]=1.F[P-](F)(F)(F)(F)F.N1(O[P+](N(C)C)(N(C)C)N(C)C)C2C=CC=CC=2N=N1.CCN(C(C)C)C(C)C. Product: [F:34][C:14]([F:13])([F:33])[O:15][C:16]1[CH:17]=[C:18]([S:22]([C:25]2[CH:30]=[CH:29][C:28]([CH2:31][NH:32][C:10]([C:8]3[CH:7]=[N:6][C:5]4[N:4]([CH:3]=[CH:2][N:1]=4)[CH:9]=3)=[O:12])=[CH:27][CH:26]=2)(=[O:24])=[O:23])[CH:19]=[CH:20][CH:21]=1. The catalyst class is: 3. (3) Reactant: [Cl:1][CH2:2][CH2:3][CH2:4][CH2:5][C:6](Cl)=[O:7].[NH:9]1[C:15]2[CH:16]=[CH:17][CH:18]=[CH:19][C:14]=2[C:13](=[O:20])[CH2:12][CH2:11][CH2:10]1.C(=O)([O-])[O-].[K+].[K+]. Product: [Cl:1][CH2:2][CH2:3][CH2:4][CH2:5][C:6]([N:9]1[C:15]2[CH:16]=[CH:17][CH:18]=[CH:19][C:14]=2[C:13](=[O:20])[CH2:12][CH2:11][CH2:10]1)=[O:7]. The catalyst class is: 9. (4) Reactant: S(O)(O)(=O)=O.[NH2:6][C:7]1[NH:8][CH:9]=[CH:10][N:11]=1.[NH2:12]C1NC=CN=1.Cl.[N+]([O-])([O-])=O.[Na+].[Br:24][CH2:25][CH2:26][N:27]([CH2:34][CH3:35])[C:28]1[CH:33]=[CH:32][CH:31]=[CH:30][CH:29]=1.C(=O)(O)[O-].[Na+]. Product: [Br:24][CH2:25][CH2:26][N:27]([CH2:34][CH3:35])[C:28]1[CH:33]=[CH:32][C:31](/[N:12]=[N:6]/[C:7]2[NH:8][CH:9]=[CH:10][N:11]=2)=[CH:30][CH:29]=1. The catalyst class is: 211. (5) Reactant: [CH2:1]=O.[CH3:3][NH:4][C:5]1([C:15]2[CH:16]=[N:17][CH:18]=[CH:19][CH:20]=2)[CH2:14][CH2:13][C:8]2([O:12][CH2:11][CH2:10][O:9]2)[CH2:7][CH2:6]1.[H][H]. Product: [CH3:3][N:4]([CH3:1])[C:5]1([C:15]2[CH:16]=[N:17][CH:18]=[CH:19][CH:20]=2)[CH2:14][CH2:13][C:8]2([O:9][CH2:10][CH2:11][O:12]2)[CH2:7][CH2:6]1. The catalyst class is: 29. (6) Reactant: [Cl:1][C:2]1[CH:3]=[C:4]([C:10]([SH:37])([C:33]([F:36])([F:35])[F:34])[CH2:11][C:12]([C:14]2[CH:15]=[C:16]3[C:20](=[CH:21][CH:22]=2)[C:19]2([CH2:25][N:24]([C:26]([O:28][C:29]([CH3:32])([CH3:31])[CH3:30])=[O:27])[CH2:23]2)[O:18][CH2:17]3)=[O:13])[CH:5]=[C:6]([Cl:9])[C:7]=1[F:8].[OH-].[K+].[NH2:40]OS(O)(=O)=O. Product: [Cl:1][C:2]1[CH:3]=[C:4]([C:10]2([C:33]([F:34])([F:36])[F:35])[S:37][NH:40][C:12]([C:14]3[CH:15]=[C:16]4[CH2:17][O:18][C:19]5([CH2:25][N:24]([C:26]([O:28][C:29]([CH3:32])([CH3:30])[CH3:31])=[O:27])[CH2:23]5)[C:20]4=[CH:21][CH:22]=3)([OH:13])[CH2:11]2)[CH:5]=[C:6]([Cl:9])[C:7]=1[F:8]. The catalyst class is: 69. (7) Reactant: Cl.[O:2]=[C:3]1[CH2:12][CH2:11][C:10]2[C:5](=[CH:6][CH:7]=[N:8][CH:9]=2)[N:4]1[CH2:13][C:14]([O:16]C)=[O:15]. Product: [O:2]=[C:3]1[CH2:12][CH2:11][C:10]2[C:5](=[CH:6][CH:7]=[N:8][CH:9]=2)[N:4]1[CH2:13][C:14]([OH:16])=[O:15]. The catalyst class is: 15. (8) Reactant: [NH3:1].I[C:3]1[C:4]([NH:10][CH3:11])=[N:5][CH:6]=[C:7]([I:9])[N:8]=1.ClCCl.O. Product: [I:9][C:7]1[N:8]=[C:3]([NH2:1])[C:4]([NH:10][CH3:11])=[N:5][CH:6]=1. The catalyst class is: 14. (9) Reactant: [C:1]([C:3]1([NH:6][C:7](=[O:35])[C@H:8]([CH2:30][C:31]([F:34])([CH3:33])[CH3:32])[NH:9][C@@H:10]([C:15]2[CH:20]=[CH:19][C:18](B3OC(C)(C)C(C)(C)O3)=[CH:17][CH:16]=2)[C:11]([F:14])([F:13])[F:12])[CH2:5][CH2:4]1)#[N:2].Br[C:37]1[CH:42]=[CH:41][C:40]([C@H:43]([CH3:47])[C:44]([OH:46])=[O:45])=[CH:39][CH:38]=1.C(=O)([O-])[O-].[Na+].[Na+]. Product: [C:1]([C:3]1([NH:6][C:7](=[O:35])[C@H:8]([CH2:30][C:31]([F:34])([CH3:33])[CH3:32])[NH:9][C@@H:10]([C:15]2[CH:20]=[CH:19][C:18]([C:37]3[CH:42]=[CH:41][C:40]([C@@H:43]([C:44]([OH:46])=[O:45])[CH3:47])=[CH:39][CH:38]=3)=[CH:17][CH:16]=2)[C:11]([F:14])([F:12])[F:13])[CH2:5][CH2:4]1)#[N:2]. The catalyst class is: 3. (10) Reactant: [NH:1]1[CH:5]=[CH:4][CH:3]=[N:2]1.Cl[C:7]1[C:12]([Cl:13])=[CH:11][CH:10]=[CH:9][N:8]=1.C(=O)([O-])[O-].[Cs+].[Cs+].CN(C)C=O. Product: [Cl:13][C:12]1[C:7]([N:1]2[CH:5]=[CH:4][CH:3]=[N:2]2)=[N:8][CH:9]=[CH:10][CH:11]=1. The catalyst class is: 6.